From a dataset of Full USPTO retrosynthesis dataset with 1.9M reactions from patents (1976-2016). Predict the reactants needed to synthesize the given product. (1) Given the product [OH:12][C:10]1[N:4]([CH:1]([CH3:3])[CH3:2])[N:5]=[C:8]([C:7]([F:6])([F:17])[F:18])[C:9]=1[CH3:15], predict the reactants needed to synthesize it. The reactants are: [CH:1]([NH:4][NH2:5])([CH3:3])[CH3:2].[F:6][C:7]([F:18])([F:17])[C:8](=O)[CH:9]([CH3:15])[C:10]([O:12]CC)=O.Cl. (2) Given the product [Cl:1][C:2]1[CH:11]=[CH:10][C:5]2[NH:6][C:7]([S:9][C:15]3[CH:16]=[CH:17][C:18]([N+:28]([O-:30])=[O:29])=[C:19]4[C:23]=3[NH:22][CH:21]=[C:20]4[S:24]([CH3:27])(=[O:26])=[O:25])=[N:8][C:4]=2[CH:3]=1, predict the reactants needed to synthesize it. The reactants are: [Cl:1][C:2]1[CH:11]=[CH:10][C:5]2[N:6]=[C:7]([SH:9])[NH:8][C:4]=2[CH:3]=1.[OH-].[K+].F[C:15]1[CH:16]=[CH:17][C:18]([N+:28]([O-:30])=[O:29])=[C:19]2[C:23]=1[NH:22][CH:21]=[C:20]2[S:24]([CH3:27])(=[O:26])=[O:25].